From a dataset of Forward reaction prediction with 1.9M reactions from USPTO patents (1976-2016). Predict the product of the given reaction. (1) Given the reactants [C:1]([O:5][C:6]([NH:8][C@H:9]([C:11](N(OC)C)=[O:12])[CH3:10])=[O:7])([CH3:4])([CH3:3])[CH3:2].[CH3:17][Mg+].[Br-], predict the reaction product. The product is: [O:12]=[C:11]([CH3:17])[CH:9]([NH:8][C:6](=[O:7])[O:5][C:1]([CH3:2])([CH3:3])[CH3:4])[CH3:10]. (2) Given the reactants [F:1][C:2]1[CH:7]=[CH:6][C:5]([CH2:8][C:9]2[CH:18]=[C:17]3[C:12]([C:13]([OH:34])=[C:14]([C:29](OCC)=[O:30])[C:15](=[O:28])[N:16]3[CH2:19][C:20](=[O:27])[N:21]3[CH2:26][CH2:25][CH2:24][CH2:23][CH2:22]3)=[N:11][CH:10]=2)=[CH:4][CH:3]=1.[CH2:35]([O:37][CH2:38][CH2:39][NH2:40])[CH3:36], predict the reaction product. The product is: [CH2:35]([O:37][CH2:38][CH2:39][NH:40][C:29]([C:14]1[C:15](=[O:28])[N:16]([CH2:19][C:20](=[O:27])[N:21]2[CH2:22][CH2:23][CH2:24][CH2:25][CH2:26]2)[C:17]2[C:12]([C:13]=1[OH:34])=[N:11][CH:10]=[C:9]([CH2:8][C:5]1[CH:4]=[CH:3][C:2]([F:1])=[CH:7][CH:6]=1)[CH:18]=2)=[O:30])[CH3:36].